This data is from Peptide-MHC class II binding affinity with 134,281 pairs from IEDB. The task is: Regression. Given a peptide amino acid sequence and an MHC pseudo amino acid sequence, predict their binding affinity value. This is MHC class II binding data. (1) The peptide sequence is SCSFRIGRSTELQNI. The MHC is DRB1_0101 with pseudo-sequence DRB1_0101. The binding affinity (normalized) is 0.784. (2) The peptide sequence is EYRSTVNPWASQLG. The MHC is DRB1_0401 with pseudo-sequence DRB1_0401. The binding affinity (normalized) is 0.811. (3) The peptide sequence is AFTVVLSGGTLIDTL. The MHC is HLA-DPA10201-DPB11401 with pseudo-sequence HLA-DPA10201-DPB11401. The binding affinity (normalized) is 0.112. (4) The peptide sequence is PADKYKTLEAAFTVS. The MHC is HLA-DPA10103-DPB10201 with pseudo-sequence HLA-DPA10103-DPB10201. The binding affinity (normalized) is 0.255. (5) The peptide sequence is VLMEWLKTRPILSPY. The MHC is HLA-DPA10103-DPB10401 with pseudo-sequence HLA-DPA10103-DPB10401. The binding affinity (normalized) is 0.433. (6) The MHC is DRB1_0301 with pseudo-sequence DRB1_0301. The binding affinity (normalized) is 0.898. The peptide sequence is TVSTFIDLNITMLED. (7) The peptide sequence is EAAFTVSSKRNLADA. The MHC is HLA-DQA10501-DQB10301 with pseudo-sequence HLA-DQA10501-DQB10301. The binding affinity (normalized) is 0.424. (8) The peptide sequence is MRNVFDDVVPADFKV. The MHC is DRB3_0202 with pseudo-sequence DRB3_0202. The binding affinity (normalized) is 0.166. (9) The peptide sequence is VSWEEEAEISGSSAR. The MHC is DRB1_0701 with pseudo-sequence DRB1_0701. The binding affinity (normalized) is 0.169.